From a dataset of NCI-60 drug combinations with 297,098 pairs across 59 cell lines. Regression. Given two drug SMILES strings and cell line genomic features, predict the synergy score measuring deviation from expected non-interaction effect. (1) Drug 1: CC1=CC2C(CCC3(C2CCC3(C(=O)C)OC(=O)C)C)C4(C1=CC(=O)CC4)C. Drug 2: C1C(C(OC1N2C=NC3=C(N=C(N=C32)Cl)N)CO)O. Cell line: UO-31. Synergy scores: CSS=8.45, Synergy_ZIP=-2.26, Synergy_Bliss=3.40, Synergy_Loewe=-13.3, Synergy_HSA=4.36. (2) Drug 1: C1CCC(C1)C(CC#N)N2C=C(C=N2)C3=C4C=CNC4=NC=N3. Drug 2: CS(=O)(=O)C1=CC(=C(C=C1)C(=O)NC2=CC(=C(C=C2)Cl)C3=CC=CC=N3)Cl. Cell line: SW-620. Synergy scores: CSS=6.48, Synergy_ZIP=-0.00619, Synergy_Bliss=2.18, Synergy_Loewe=-5.59, Synergy_HSA=-1.89. (3) Drug 1: C1CCN(CC1)CCOC2=CC=C(C=C2)C(=O)C3=C(SC4=C3C=CC(=C4)O)C5=CC=C(C=C5)O. Drug 2: C1=NC2=C(N=C(N=C2N1C3C(C(C(O3)CO)O)O)F)N. Cell line: NCI-H460. Synergy scores: CSS=2.46, Synergy_ZIP=2.33, Synergy_Bliss=6.77, Synergy_Loewe=2.75, Synergy_HSA=3.05. (4) Drug 1: C1=C(C(=O)NC(=O)N1)F. Drug 2: CC1=CC=C(C=C1)C2=CC(=NN2C3=CC=C(C=C3)S(=O)(=O)N)C(F)(F)F. Cell line: UACC-257. Synergy scores: CSS=23.9, Synergy_ZIP=1.02, Synergy_Bliss=4.09, Synergy_Loewe=3.71, Synergy_HSA=4.68. (5) Drug 1: COC1=NC(=NC2=C1N=CN2C3C(C(C(O3)CO)O)O)N. Drug 2: C1CN(P(=O)(OC1)NCCCl)CCCl. Cell line: SW-620. Synergy scores: CSS=1.27, Synergy_ZIP=-2.03, Synergy_Bliss=-2.20, Synergy_Loewe=-1.74, Synergy_HSA=-1.74.